From a dataset of Catalyst prediction with 721,799 reactions and 888 catalyst types from USPTO. Predict which catalyst facilitates the given reaction. (1) Reactant: [CH3:1][N:2]1[N:6]=[N:5][C:4]([C:7]2[CH:12]=[CH:11][C:10]([C:13]3[CH:18]=[CH:17][C:16]([N:19]4[CH2:23][C@H:22]([CH2:24][O:25]S(C)(=O)=O)[O:21][C:20]4=[O:30])=[CH:15][C:14]=3[F:31])=[CH:9][N:8]=2)=[N:3]1.[CH3:32][O-].[Na+]. Product: [CH3:1][N:2]1[N:6]=[N:5][C:4]([C:7]2[CH:12]=[CH:11][C:10]([C:13]3[CH:18]=[CH:17][C:16]([N:19]4[CH2:23][C@H:22]([CH2:24][O:25][CH3:32])[O:21][C:20]4=[O:30])=[CH:15][C:14]=3[F:31])=[CH:9][N:8]=2)=[N:3]1. The catalyst class is: 5. (2) Reactant: C([BH3-])#N.[Na+].[CH2:5]([O:7][C:8]([C:10]1[NH:11][C:12]2[C:17]([CH:18]=1)=[CH:16][CH:15]=[C:14]([O:19][CH3:20])[CH:13]=2)=[O:9])[CH3:6]. Product: [CH2:5]([O:7][C:8]([CH:10]1[CH2:18][C:17]2[C:12](=[CH:13][C:14]([O:19][CH3:20])=[CH:15][CH:16]=2)[NH:11]1)=[O:9])[CH3:6]. The catalyst class is: 67. (3) Reactant: N1([CH:10]=[O:11])C2C=CC=CC=2N=N1.FC(F)(F)C(O)=O.[N:19]1([C:25]2[N:33]=[C:32]([C:34]3[CH:35]=[N:36][C:37]([NH2:40])=[N:38][CH:39]=3)[N:31]=[C:30]3[C:26]=2[N:27]=[C:28]([N:46]2[CH2:51][CH2:50][NH:49][CH2:48][CH2:47]2)[N:29]3[CH2:41][C:42]([F:45])([F:44])[F:43])[CH2:24][CH2:23][O:22][CH2:21][CH2:20]1. Product: [NH2:40][C:37]1[N:36]=[CH:35][C:34]([C:32]2[N:31]=[C:30]3[C:26]([N:27]=[C:28]([N:46]4[CH2:47][CH2:48][N:49]([CH:10]=[O:11])[CH2:50][CH2:51]4)[N:29]3[CH2:41][C:42]([F:44])([F:43])[F:45])=[C:25]([N:19]3[CH2:24][CH2:23][O:22][CH2:21][CH2:20]3)[N:33]=2)=[CH:39][N:38]=1. The catalyst class is: 54. (4) Reactant: [F:1][C:2]1[CH:3]=[C:4]([C@H:8]2[CH2:17][CH2:16][CH2:15][C@@H:14]3[N:9]2[C:10](=[O:18])[CH2:11][CH:12]=[CH:13]3)[CH:5]=[CH:6][CH:7]=1.[H][H]. Product: [F:1][C:2]1[CH:3]=[C:4]([C@H:8]2[CH2:17][CH2:16][CH2:15][C@@H:14]3[N:9]2[C:10](=[O:18])[CH2:11][CH2:12][CH2:13]3)[CH:5]=[CH:6][CH:7]=1. The catalyst class is: 663. (5) Reactant: [Cl:1][C:2]1[N:10]=[C:9]2[C:5]([N:6]=[CH:7][N:8]2[CH:11]([CH3:13])[CH3:12])=[C:4](Cl)[N:3]=1.[C:15]1([C:21]2[CH:28]=[CH:27][C:24]([CH2:25][NH2:26])=[CH:23][CH:22]=2)[CH:20]=[CH:19][CH:18]=[CH:17][CH:16]=1.C(N(CC)CC)C. Product: [C:21]1([C:15]2[CH:16]=[CH:17][CH:18]=[CH:19][CH:20]=2)[CH:22]=[CH:23][C:24]([CH2:25][NH:26][C:4]2[N:3]=[C:2]([Cl:1])[N:10]=[C:9]3[C:5]=2[N:6]=[CH:7][N:8]3[CH:11]([CH3:13])[CH3:12])=[CH:27][CH:28]=1. The catalyst class is: 114.